From a dataset of Catalyst prediction with 721,799 reactions and 888 catalyst types from USPTO. Predict which catalyst facilitates the given reaction. Reactant: [CH3:1][C:2]1[CH:3]([CH:8]2[CH2:13][CH2:12][CH2:11][CH:10]([C:14]3[C:19]([CH3:20])=[CH:18][CH:17]=[CH:16][N:15]=3)[NH:9]2)[NH:4][CH:5]=[CH:6][CH:7]=1.[CH3:21][O:22][C:23](=[O:32])[C:24]1[CH:29]=[CH:28][CH:27]=[CH:26][C:25]=1[CH2:30]Br.CCN(C(C)C)C(C)C. Product: [CH3:21][O:22][C:23](=[O:32])[C:24]1[CH:29]=[CH:28][CH:27]=[CH:26][C:25]=1[CH2:30][N:9]1[CH:10]([C:14]2[C:19]([CH3:20])=[CH:18][CH:17]=[CH:16][N:15]=2)[CH2:11][CH2:12][CH2:13][CH:8]1[C:3]1[C:2]([CH3:1])=[CH:7][CH:6]=[CH:5][N:4]=1. The catalyst class is: 3.